Dataset: Peptide-MHC class I binding affinity with 185,985 pairs from IEDB/IMGT. Task: Regression. Given a peptide amino acid sequence and an MHC pseudo amino acid sequence, predict their binding affinity value. This is MHC class I binding data. (1) The peptide sequence is KFYGPFVDR. The MHC is HLA-B54:01 with pseudo-sequence HLA-B54:01. The binding affinity (normalized) is 0. (2) The MHC is HLA-A02:03 with pseudo-sequence HLA-A02:03. The peptide sequence is YLFFGRRRV. The binding affinity (normalized) is 0.910. (3) The peptide sequence is AVPQVLGGL. The MHC is HLA-A02:01 with pseudo-sequence HLA-A02:01. The binding affinity (normalized) is 0.0847. (4) The peptide sequence is VLAAECTIFK. The MHC is HLA-A31:01 with pseudo-sequence HLA-A31:01. The binding affinity (normalized) is 0.548. (5) The peptide sequence is FPHGSSASG. The MHC is Mamu-A2201 with pseudo-sequence Mamu-A2201. The binding affinity (normalized) is 0.0535.